Dataset: Forward reaction prediction with 1.9M reactions from USPTO patents (1976-2016). Task: Predict the product of the given reaction. (1) Given the reactants [C:1]([O:5][C:6](=[O:41])[NH:7][C@:8]([CH3:40])([C@@H:22]1[CH2:31][CH2:30][C:29]2[C:24](=[CH:25][CH:26]=[C:27]([CH2:32][CH2:33][CH2:34][CH2:35][CH2:36][CH2:37][CH2:38][CH3:39])[CH:28]=2)[CH2:23]1)[CH2:9][O:10][P:11]1[O:17]CC2C=CC=CC=2C[O:12]1)([CH3:4])([CH3:3])[CH3:2].C[OH:43], predict the reaction product. The product is: [CH2:32]([C:27]1[CH:28]=[C:29]2[C:24](=[CH:25][CH:26]=1)[CH2:23][C@H:22]([C@:8]([NH:7][C:6](=[O:41])[O:5][C:1]([CH3:3])([CH3:4])[CH3:2])([CH3:40])[CH2:9][O:10][P:11]([OH:43])([OH:17])=[O:12])[CH2:31][CH2:30]2)[CH2:33][CH2:34][CH2:35][CH2:36][CH2:37][CH2:38][CH3:39]. (2) Given the reactants COC1C=CC(C[O:8][CH2:9][CH2:10][CH2:11][CH2:12][CH2:13][CH2:14][CH2:15][CH:16]([OH:19])[CH:17]=[CH2:18])=CC=1.C(C1C(=O)C(Cl)=C(Cl)C(=O)C=1C#N)#N.S([O-])([O-])(=O)=S.[Na+].[Na+], predict the reaction product. The product is: [CH2:18]=[CH:17][CH:16]([OH:19])[CH2:15][CH2:14][CH2:13][CH2:12][CH2:11][CH2:10][CH2:9][OH:8]. (3) The product is: [CH2:21]([O:28][C:29]([NH:31][CH2:32][C:33](=[O:39])[CH2:34][CH2:35][C:36]([O:18][CH2:17][CH2:16][N:11]1[CH:12]=[CH:13][C:14](=[O:15])[C:9]([O:8][CH2:1][C:2]2[CH:3]=[CH:4][CH:5]=[CH:6][CH:7]=2)=[C:10]1[CH2:19][CH3:20])=[O:37])=[O:30])[C:22]1[CH:23]=[CH:24][CH:25]=[CH:26][CH:27]=1. Given the reactants [CH2:1]([O:8][C:9]1[C:14](=[O:15])[CH:13]=[CH:12][N:11]([CH2:16][CH2:17][OH:18])[C:10]=1[CH2:19][CH3:20])[C:2]1[CH:7]=[CH:6][CH:5]=[CH:4][CH:3]=1.[CH2:21]([O:28][C:29]([NH:31][CH2:32][C:33](=[O:39])[CH2:34][CH2:35][C:36](O)=[O:37])=[O:30])[C:22]1[CH:27]=[CH:26][CH:25]=[CH:24][CH:23]=1.C1(N=C=NC2CCCCC2)CCCCC1, predict the reaction product. (4) Given the reactants [NH2:1][C:2]1[CH:7]=[CH:6][C:5]([C:8]2[S:9][CH:10]=[CH:11][CH:12]=2)=[CH:4][C:3]=1[NH:13][C:14]([C:16]1[S:20][C:19]2[CH:21]=[CH:22][C:23](Br)=[CH:24][C:18]=2[CH:17]=1)=[O:15].B(O)(O)[C:27]1[CH:32]=[CH:31][CH:30]=[N:29][CH:28]=1.CC1C(P(C2C(C)=CC=CC=2)C2C(C)=CC=CC=2)=CC=CC=1.C(=O)([O-])[O-].[K+].[K+], predict the reaction product. The product is: [NH2:1][C:2]1[CH:7]=[CH:6][C:5]([C:8]2[S:9][CH:10]=[CH:11][CH:12]=2)=[CH:4][C:3]=1[NH:13][C:14]([C:16]1[S:20][C:19]2[CH:21]=[CH:22][C:23]([C:27]3[CH:28]=[N:29][CH:30]=[CH:31][CH:32]=3)=[CH:24][C:18]=2[CH:17]=1)=[O:15]. (5) Given the reactants [C:1]([CH:3]([Na])[C:4](=[O:6])[CH3:5])#[N:2].Br[CH2:9][C:10]1[CH:15]=[CH:14][CH:13]=[C:12]([C:16]([F:19])([F:18])[F:17])[C:11]=1[CH3:20], predict the reaction product. The product is: [CH3:20][C:11]1[C:12]([C:16]([F:17])([F:18])[F:19])=[CH:13][CH:14]=[CH:15][C:10]=1[CH2:9][CH:3]([C:4](=[O:6])[CH3:5])[C:1]#[N:2]. (6) Given the reactants [Br:1][C:2]1[CH:3]=[C:4]2[C:8](=[CH:9][CH:10]=1)[NH:7][CH:6]=[C:5]2[CH:11]=O.[H-].[Al+3].[Li+].[H-].[H-].[H-], predict the reaction product. The product is: [Br:1][C:2]1[CH:3]=[C:4]2[C:8](=[CH:9][CH:10]=1)[NH:7][CH:6]=[C:5]2[CH3:11]. (7) Given the reactants [N:1]1[C:10]2[C:5](=[C:6]([CH2:11][C:12]([OH:14])=O)[CH:7]=[CH:8][CH:9]=2)[N:4]=[CH:3][CH:2]=1.[NH2:15][C:16]1[S:17][CH:18]=[C:19]([CH3:24])[C:20]=1[C:21]([NH2:23])=[O:22], predict the reaction product. The product is: [CH3:24][C:19]1[C:20]([C:21]([NH2:23])=[O:22])=[C:16]([NH:15][C:12](=[O:14])[CH2:11][C:6]2[CH:7]=[CH:8][CH:9]=[C:10]3[C:5]=2[N:4]=[CH:3][CH:2]=[N:1]3)[S:17][CH:18]=1.